This data is from Catalyst prediction with 721,799 reactions and 888 catalyst types from USPTO. The task is: Predict which catalyst facilitates the given reaction. (1) Reactant: [N+:1]([C:4]1[CH:9]=[CH:8][C:7]([C:10]2[C:18]3[C:13](=[N:14][CH:15]=[N:16][C:17]=3[NH2:19])[O:12][N:11]=2)=[CH:6][CH:5]=1)([O-])=O.Cl[Sn]Cl. Product: [NH2:1][C:4]1[CH:9]=[CH:8][C:7]([C:10]2[C:18]3[C:13](=[N:14][CH:15]=[N:16][C:17]=3[NH2:19])[O:12][N:11]=2)=[CH:6][CH:5]=1. The catalyst class is: 33. (2) Reactant: [CH2:1]([C:5]1[CH:6]=[N:7][CH:8]=[C:9]2[C:14]=1[N:13]=[C:12]([C:15]([O:17]CC(C)C)=[O:16])[CH:11]=[CH:10]2)[CH:2]([CH3:4])[CH3:3].[OH-].[Li+].Cl. Product: [CH2:1]([C:5]1[CH:6]=[N:7][CH:8]=[C:9]2[C:14]=1[N:13]=[C:12]([C:15]([OH:17])=[O:16])[CH:11]=[CH:10]2)[CH:2]([CH3:4])[CH3:3]. The catalyst class is: 38. (3) Reactant: C([O:8][C:9]1[CH:18]=[CH:17][CH:16]=[C:15]2[C:10]=1[CH2:11][CH2:12][C:13]([CH2:19][N:20]([C:22]1[CH:27]=[N:26][C:25]([C:28]3[CH:33]=[CH:32][CH:31]=[CH:30][CH:29]=3)=[C:24]([C:34]3[CH:39]=[CH:38][CH:37]=[CH:36][CH:35]=3)[N:23]=1)[CH3:21])=[CH:14]2)C1C=CC=CC=1.C(O)C. Product: [C:28]1([C:25]2[N:26]=[CH:27][C:22]([N:20]([CH2:19][CH:13]3[CH2:12][CH2:11][C:10]4[C:15](=[CH:16][CH:17]=[CH:18][C:9]=4[OH:8])[CH2:14]3)[CH3:21])=[N:23][C:24]=2[C:34]2[CH:39]=[CH:38][CH:37]=[CH:36][CH:35]=2)[CH:29]=[CH:30][CH:31]=[CH:32][CH:33]=1. The catalyst class is: 849. (4) Reactant: [Cl:1][C:2]1[CH:11]=[CH:10][C:9]([OH:12])=[CH:8][C:3]=1[C:4]([O:6][CH3:7])=[O:5].C(=O)([O-])[O-].[K+].[K+].I[CH2:20][CH:21]([F:23])[F:22]. Product: [Cl:1][C:2]1[CH:11]=[CH:10][C:9]([O:12][CH2:20][CH:21]([F:23])[F:22])=[CH:8][C:3]=1[C:4]([O:6][CH3:7])=[O:5]. The catalyst class is: 21. (5) Reactant: Br[CH2:2][C:3]([C:5]1[CH:13]=[C:12]2[C:8]([C:9]([CH3:17])([CH3:16])[C:10](=[O:15])[N:11]2[CH3:14])=[CH:7][CH:6]=1)=O.[C:18]([NH2:21])(=[O:20])[CH3:19]. Product: [CH3:14][N:11]1[C:12]2[C:8](=[CH:7][CH:6]=[C:5]([C:3]3[N:21]=[C:18]([CH3:19])[O:20][CH:2]=3)[CH:13]=2)[C:9]([CH3:17])([CH3:16])[C:10]1=[O:15]. The catalyst class is: 6. (6) Reactant: [CH3:1][CH:2]1[CH2:7][CH2:6][CH:5]([O:8][C:9]2[C:18]([C:19]([F:22])([F:21])[F:20])=[C:17]3[C:12]([CH:13]=[CH:14][C:15](COS(C)(=O)=O)=[CH:16]3)=[CH:11][CH:10]=2)[CH2:4][CH2:3]1.[CH3:29][N:30]([CH3:33])[CH:31]=O.[C:34](=[O:37])([O-])[O-:35].[Cs+].[Cs+].O1C[CH2:43][CH2:42][CH2:41]1.[OH-].[Li+].O. Product: [CH3:1][C@@H:2]1[CH2:3][CH2:4][C@H:5]([O:8][C:9]2[C:18]([C:19]([F:22])([F:20])[F:21])=[C:17]3[C:12]([CH:13]=[CH:14][C:15]([CH2:29][N:30]4[CH2:33][CH2:43][CH:42]([C:34]([OH:35])=[O:37])[CH2:41][CH2:31]4)=[CH:16]3)=[CH:11][CH:10]=2)[CH2:6][CH2:7]1. The catalyst class is: 25. (7) Reactant: [CH3:1][C:2]1[CH:22]=[CH:21][C:5]([CH2:6][NH:7][C:8](=[O:20])[CH2:9][CH2:10][C:11]2[CH:16]=[CH:15][C:14]([OH:17])=[C:13]([O:18][CH3:19])[CH:12]=2)=[CH:4][CH:3]=1.[CH2:23](Br)[CH:24]=[CH2:25].C(=O)([O-])[O-].[K+].[K+].CN(C)C=O. Product: [CH3:1][C:2]1[CH:3]=[CH:4][C:5]([CH2:6][NH:7][C:8](=[O:20])[CH2:9][CH2:10][C:11]2[CH:16]=[CH:15][C:14]([O:17][CH2:25][CH:24]=[CH2:23])=[C:13]([O:18][CH3:19])[CH:12]=2)=[CH:21][CH:22]=1. The catalyst class is: 6.